This data is from Full USPTO retrosynthesis dataset with 1.9M reactions from patents (1976-2016). The task is: Predict the reactants needed to synthesize the given product. (1) Given the product [CH:1]1([N:2]2[CH2:7][CH2:6][N:5]3[N:8]=[C:9]([N+:11]([O-:13])=[O:12])[CH:10]=[C:4]3[CH2:3]2)[CH2:15][CH2:14]1, predict the reactants needed to synthesize it. The reactants are: [CH3:1][N:2]1[CH2:7][CH2:6][N:5]2[N:8]=[C:9]([N+:11]([O-:13])=[O:12])[CH:10]=[C:4]2[CH2:3]1.[CH:14]1(N)C[CH2:15]1. (2) Given the product [CH2:1]([O:3][P:4]([CH:9]([C:10]1[CH:11]=[CH:12][C:13]([CH2:16][NH2:17])=[CH:14][CH:15]=1)[Br:25])(=[O:8])[O:5][CH2:6][CH3:7])[CH3:2], predict the reactants needed to synthesize it. The reactants are: [CH2:1]([O:3][P:4]([CH:9]([Br:25])[C:10]1[CH:15]=[CH:14][C:13]([CH2:16][NH:17]C(OC(C)(C)C)=O)=[CH:12][CH:11]=1)(=[O:8])[O:5][CH2:6][CH3:7])[CH3:2].FC(F)(F)C(O)=O.